From a dataset of Reaction yield outcomes from USPTO patents with 853,638 reactions. Predict the reaction yield, written as a fraction of the theoretical maximum amount of product (1.0 means a 100% yield; for example, 0.34 means a 34% yield). (1) The reactants are [Cl:1][C:2]1[CH:10]=[CH:9][C:8](F)=[CH:7][C:3]=1[C:4]([NH2:6])=[O:5].C(=O)([O-])[O-].[K+].[K+].[CH3:18][N:19]1[CH2:24][CH2:23][NH:22][CH2:21][CH2:20]1.O. The catalyst is CS(C)=O. The product is [Cl:1][C:2]1[CH:10]=[CH:9][C:8]([N:22]2[CH2:23][CH2:24][N:19]([CH3:18])[CH2:20][CH2:21]2)=[CH:7][C:3]=1[C:4]([NH2:6])=[O:5]. The yield is 0.400. (2) The reactants are [CH2:1]([O:3][P:4]([CH2:9][C:10]([O:12][C:13]([CH3:16])([CH3:15])[CH3:14])=[O:11])([O:6][CH2:7]C)=[O:5])C.[H-].[Na+].Br[CH2:20][C:21]1[N:22]=[CH:23][S:24][CH:25]=1. The catalyst is CN(C)C=O.C1(C)C=CC=CC=1. The product is [CH3:1][O:3][P:4]([CH:9]([CH2:20][C:21]1[N:22]=[CH:23][S:24][CH:25]=1)[C:10]([O:12][C:13]([CH3:16])([CH3:15])[CH3:14])=[O:11])([O:6][CH3:7])=[O:5]. The yield is 0.350.